Dataset: Full USPTO retrosynthesis dataset with 1.9M reactions from patents (1976-2016). Task: Predict the reactants needed to synthesize the given product. (1) Given the product [F:20][C:17]1[CH:18]=[CH:19][C:14]([N:11]2[CH2:12][CH2:13][N:8]3[N:7]=[C:6]([CH2:5][OH:4])[CH:22]=[C:9]3[C:10]2=[O:21])=[CH:15][CH:16]=1, predict the reactants needed to synthesize it. The reactants are: C([O:4][CH2:5][C:6]1[CH:22]=[C:9]2[C:10](=[O:21])[N:11]([C:14]3[CH:19]=[CH:18][C:17]([F:20])=[CH:16][CH:15]=3)[CH2:12][CH2:13][N:8]2[N:7]=1)(=O)C.[Li+].[OH-]. (2) Given the product [CH:25]1([C:21]2[CH:22]=[C:23]([CH3:24])[C:18]([N:15]3[CH2:16][CH2:17][N:12]([C:10]([C:5]4[CH:4]=[CH:3][C:2]([N:28]5[CH2:32][CH2:31][CH2:30][C:29]5=[O:33])=[CH:9][C:6]=4[C:7]#[N:8])=[O:11])[CH2:13][CH2:14]3)=[N:19][CH:20]=2)[CH2:27][CH2:26]1, predict the reactants needed to synthesize it. The reactants are: Br[C:2]1[CH:3]=[CH:4][C:5]([C:10]([N:12]2[CH2:17][CH2:16][N:15]([C:18]3[C:23]([CH3:24])=[CH:22][C:21]([CH:25]4[CH2:27][CH2:26]4)=[CH:20][N:19]=3)[CH2:14][CH2:13]2)=[O:11])=[C:6]([CH:9]=1)[C:7]#[N:8].[NH:28]1[CH2:32][CH2:31][CH2:30][C:29]1=[O:33]. (3) The reactants are: [C:1]1([C:16]2[CH:21]=[CH:20][CH:19]=[CH:18][CH:17]=2)[CH:6]=[CH:5][CH:4]=[C:3]([N:7]2[CH2:12][CH2:11][CH:10]([C:13]([OH:15])=O)[CH2:9][CH2:8]2)[CH:2]=1.BrC1C=C(C2C=CC=CC=2)C=CC=1.[S:35]1[CH:39]=[CH:38][N:37]=[C:36]1[NH2:40]. Given the product [S:35]1[CH:39]=[CH:38][N:37]=[C:36]1[NH:40][C:13]([CH:10]1[CH2:9][CH2:8][N:7]([C:3]2[CH:2]=[C:1]([C:16]3[CH:21]=[CH:20][CH:19]=[CH:18][CH:17]=3)[CH:6]=[CH:5][CH:4]=2)[CH2:12][CH2:11]1)=[O:15], predict the reactants needed to synthesize it. (4) The reactants are: C([O:8][C@H:9]([CH3:42])[C@H:10]([O:12][C:13]1[C:18]([C:19]([F:22])([F:21])[F:20])=[CH:17][N:16]=[C:15]([NH:23][C:24]2[CH:29]=[CH:28][C:27]([S:30]([CH:39]3[CH2:41][CH2:40]3)(=[N:32][C:33](=[O:38])[C:34]([F:37])([F:36])[F:35])=[O:31])=[CH:26][CH:25]=2)[N:14]=1)[CH3:11])C1C=CC=CC=1. Given the product [CH:39]1([S:30]([C:27]2[CH:26]=[CH:25][C:24]([NH:23][C:15]3[N:14]=[C:13]([O:12][C@H:10]([CH3:11])[C@H:9]([OH:8])[CH3:42])[C:18]([C:19]([F:21])([F:22])[F:20])=[CH:17][N:16]=3)=[CH:29][CH:28]=2)(=[N:32][C:33](=[O:38])[C:34]([F:36])([F:35])[F:37])=[O:31])[CH2:41][CH2:40]1, predict the reactants needed to synthesize it. (5) Given the product [F:1][C:2]1[CH:7]=[C:6]([F:8])[CH:5]=[CH:4][C:3]=1[C@@H:9]1[CH2:13][N:12]([C:25]2[CH:26]=[N:27][CH:28]=[C:29]([F:31])[CH:30]=2)[CH2:11][C@H:10]1[C:14]([O:16][CH3:17])=[O:15], predict the reactants needed to synthesize it. The reactants are: [F:1][C:2]1[CH:7]=[C:6]([F:8])[CH:5]=[CH:4][C:3]=1[C@@H:9]1[CH2:13][NH:12][CH2:11][C@H:10]1[C:14]([O:16][CH3:17])=[O:15].[Na].[O-]CCCC.Br[C:25]1[CH:26]=[N:27][CH:28]=[C:29]([F:31])[CH:30]=1.C1(P(C2C=CC=CC=2)C2C=CC3C(=CC=CC=3)C=2C2C3C(=CC=CC=3)C=CC=2P(C2C=CC=CC=2)C2C=CC=CC=2)C=CC=CC=1.